From a dataset of Forward reaction prediction with 1.9M reactions from USPTO patents (1976-2016). Predict the product of the given reaction. (1) Given the reactants [Cl:1][C:2]1[CH:11]=[CH:10][C:9]([NH:12][C:13]2[CH:18]=[N:17][CH:16]=[C:15]([Cl:19])[N:14]=2)=[CH:8][C:3]=1C(OC)=O.Cl[C:21]1C=NC=C(Cl)N=1.NC1C=CC(Cl)=C(C=1)C(OC)=O.CC1(C)C2C(=C(P(C3C=CC=CC=3)C3C=CC=CC=3)C=CC=2)OC2C(P(C3C=CC=CC=3)C3C=CC=CC=3)=CC=CC1=2.C(=O)([O-])[O-].[K+].[K+].[O:88]1[CH2:93][CH2:92]OCC1, predict the reaction product. The product is: [Cl:1][C:2]1[CH:3]=[CH:8][C:9]([NH:12][C:13]2[CH:18]=[N:17][CH:16]=[C:15]([Cl:19])[N:14]=2)=[CH:10][C:11]=1[C:93]([OH:88])([CH3:92])[CH3:21]. (2) Given the reactants [CH:1](=O)[C:2]1[C:3](=[CH:5][CH:6]=[CH:7][CH:8]=1)[OH:4].[CH3:10][O:11][C:12]1[CH:25]=[CH:24][C:15]([CH2:16][S:17]([CH2:20][C:21](O)=[O:22])(=[O:19])=[O:18])=[CH:14][CH:13]=1, predict the reaction product. The product is: [CH3:10][O:11][C:12]1[CH:13]=[CH:14][C:15]([CH2:16][S:17]([C:20]2[C:21](=[O:22])[O:4][C:3]3[C:2]([CH:1]=2)=[CH:8][CH:7]=[CH:6][CH:5]=3)(=[O:18])=[O:19])=[CH:24][CH:25]=1. (3) The product is: [O:1]1[CH2:6][CH2:5][N:4]([C:7]2[C:8]3[N:9]([CH:21]=[C:22](/[CH:24]=[CH:25]/[C:26]4[CH:35]=[CH:34][C:33]5[C:28](=[CH:29][CH:30]=[CH:31][CH:32]=5)[N:27]=4)[N:23]=3)[C:10]([C:13]3[CH:14]=[C:15]4[N:20]=[C:41]([OH:42])[NH:19][C:16]4=[N:17][CH:18]=3)=[CH:11][N:12]=2)[CH2:3][CH2:2]1. Given the reactants [O:1]1[CH2:6][CH2:5][N:4]([C:7]2[C:8]3[N:9]([CH:21]=[C:22](/[CH:24]=[CH:25]/[C:26]4[CH:35]=[CH:34][C:33]5[C:28](=[CH:29][CH:30]=[CH:31][CH:32]=5)[N:27]=4)[N:23]=3)[C:10]([C:13]3[CH:14]=[C:15]([NH2:20])[C:16]([NH2:19])=[N:17][CH:18]=3)=[CH:11][N:12]=2)[CH2:3][CH2:2]1.C1N=CN([C:41](N2C=NC=C2)=[O:42])C=1, predict the reaction product. (4) Given the reactants [OH:1][CH2:2][CH2:3][CH2:4][NH:5][C:6]([C:8]1[CH:12]=[C:11]([C:13]2[CH:18]=[C:17]([O:19][C:20]3[CH:25]=[CH:24][C:23]([NH:26][C:27]([NH:29][C:30]4[CH:35]=[CH:34][CH:33]=[C:32]([CH3:36])[CH:31]=4)=[O:28])=[CH:22][CH:21]=3)[CH:16]=[CH:15][N:14]=2)[NH:10][CH:9]=1)=[O:7].CC(OI1(OC(C)=O)(OC(C)=O)OC(=O)C2C=CC=CC1=2)=O.O.C([O-])(O)=O.[Na+], predict the reaction product. The product is: [CH3:36][C:32]1[CH:31]=[C:30]([NH:29][C:27]([NH:26][C:23]2[CH:24]=[CH:25][C:20]([O:19][C:17]3[CH:16]=[CH:15][N:14]=[C:13]([C:11]4[NH:10][CH:9]=[C:8]([C:6]([NH:5][CH2:4][CH2:3][CH:2]=[O:1])=[O:7])[CH:12]=4)[CH:18]=3)=[CH:21][CH:22]=2)=[O:28])[CH:35]=[CH:34][CH:33]=1. (5) Given the reactants C([Li])CCC.[CH2:6]([O:8][CH2:9][N:10]1[CH:14]=[CH:13][CH:12]=[N:11]1)[CH3:7].C(O[B:19]1[O:23][C:22]([CH3:25])([CH3:24])[C:21]([CH3:27])([CH3:26])[O:20]1)(C)C.[Cl-].[NH4+].Cl, predict the reaction product. The product is: [CH2:6]([O:8][CH2:9][N:10]1[C:14]([B:19]2[O:23][C:22]([CH3:25])([CH3:24])[C:21]([CH3:27])([CH3:26])[O:20]2)=[CH:13][CH:12]=[N:11]1)[CH3:7]. (6) Given the reactants [O:1]=[C:2]([CH3:11])[CH2:3][C:4]([O:6][C:7]([CH3:10])(C)C)=[O:5].Br[CH2:13][C:14]([C:16]1[CH:21]=[CH:20][CH:19]=[C:18]([N+:22]([O-:24])=[O:23])[CH:17]=1)=[O:15].BrCC(C1C=CC=CC=1[N+]([O-])=O)=O, predict the reaction product. The product is: [C:2]([CH:3]([CH2:13][C:14]([C:16]1[CH:21]=[CH:20][CH:19]=[C:18]([N+:22]([O-:24])=[O:23])[CH:17]=1)=[O:15])[C:4]([O:6][CH2:7][CH3:10])=[O:5])(=[O:1])[CH3:11].